This data is from Catalyst prediction with 721,799 reactions and 888 catalyst types from USPTO. The task is: Predict which catalyst facilitates the given reaction. (1) Reactant: FC(F)(F)C(O)=O.[CH3:8][O:9][C:10]1[CH:29]=[C:28]([N+:30]([O-:32])=[O:31])[CH:27]=[CH:26][C:11]=1[O:12][CH:13]1[CH2:18][CH2:17][N:16](C(OC(C)(C)C)=O)[CH2:15][CH2:14]1. Product: [CH3:8][O:9][C:10]1[CH:29]=[C:28]([N+:30]([O-:32])=[O:31])[CH:27]=[CH:26][C:11]=1[O:12][CH:13]1[CH2:18][CH2:17][NH:16][CH2:15][CH2:14]1. The catalyst class is: 4. (2) Reactant: Cl[CH:2]([C:18]1[CH:23]=[CH:22][CH:21]=[CH:20][CH:19]=1)[C:3]([C:5]1[C:13]2[C:8](=[CH:9][CH:10]=[CH:11][CH:12]=2)[N:7]([CH2:14][CH2:15][CH2:16][OH:17])[CH:6]=1)=[O:4].[CH3:24][O:25][C:26]1[CH:27]=[C:28]([CH:30]=[C:31]([O:33][CH3:34])[CH:32]=1)[NH2:29]. Product: [CH3:34][O:33][C:31]1[CH:30]=[C:28]([NH:29][CH:2]([C:18]2[CH:23]=[CH:22][CH:21]=[CH:20][CH:19]=2)[C:3]([C:5]2[C:13]3[C:8](=[CH:9][CH:10]=[CH:11][CH:12]=3)[N:7]([CH2:14][CH2:15][CH2:16][OH:17])[CH:6]=2)=[O:4])[CH:27]=[C:26]([O:25][CH3:24])[CH:32]=1. The catalyst class is: 10. (3) Reactant: [N:1]1([C:7]2[N:15]=[C:14]([C:16]3[CH:17]=[C:18]([OH:22])[CH:19]=[CH:20][CH:21]=3)[N:13]=[C:12]3[C:8]=2[N:9]=[CH:10][N:11]3[CH:23]2[CH2:28][CH2:27][NH:26][CH2:25][CH2:24]2)[CH2:6][CH2:5][O:4][CH2:3][CH2:2]1.[N:29]1[CH:34]=[CH:33][CH:32]=[C:31]([CH:35]=O)[CH:30]=1. Product: [N:1]1([C:7]2[N:15]=[C:14]([C:16]3[CH:17]=[C:18]([OH:22])[CH:19]=[CH:20][CH:21]=3)[N:13]=[C:12]3[C:8]=2[N:9]=[CH:10][N:11]3[CH:23]2[CH2:28][CH2:27][N:26]([CH2:35][C:31]3[CH:30]=[N:29][CH:34]=[CH:33][CH:32]=3)[CH2:25][CH2:24]2)[CH2:6][CH2:5][O:4][CH2:3][CH2:2]1. The catalyst class is: 466. (4) Reactant: [NH2:1][C:2]1[C:3]([C:12]([NH:14][C@@H:15]([CH:24]2[CH2:29][CH2:28][CH2:27][CH2:26][CH2:25]2)[CH2:16][C:17]([O:19][C:20]([CH3:23])([CH3:22])[CH3:21])=[O:18])=[O:13])=[CH:4][C:5]2[C:10]([CH:11]=1)=[CH:9][CH:8]=[CH:7][CH:6]=2.[N:30]([C:33]1[C:38]([CH3:39])=[CH:37][C:36]([CH3:40])=[CH:35][C:34]=1[CH3:41])=[C:31]=[O:32]. Product: [CH:24]1([C@H:15]([NH:14][C:12]([C:3]2[C:2]([NH:1][C:31]([NH:30][C:33]3[C:34]([CH3:41])=[CH:35][C:36]([CH3:40])=[CH:37][C:38]=3[CH3:39])=[O:32])=[CH:11][C:10]3[C:5](=[CH:6][CH:7]=[CH:8][CH:9]=3)[CH:4]=2)=[O:13])[CH2:16][C:17]([O:19][C:20]([CH3:22])([CH3:23])[CH3:21])=[O:18])[CH2:25][CH2:26][CH2:27][CH2:28][CH2:29]1. The catalyst class is: 17. (5) Reactant: C(#N)C.[CH2:4](Br)[C:5]1[CH:10]=[CH:9][CH:8]=[CH:7][CH:6]=1.[OH:12][C:13]1[CH:14]=[C:15]([CH:18]=[CH:19][CH:20]=1)[CH:16]=[O:17].C(=O)([O-])[O-].[K+].[K+]. Product: [CH2:4]([O:12][C:13]1[CH:14]=[C:15]([CH:18]=[CH:19][CH:20]=1)[CH:16]=[O:17])[C:5]1[CH:10]=[CH:9][CH:8]=[CH:7][CH:6]=1. The catalyst class is: 232.